Dataset: Reaction yield outcomes from USPTO patents with 853,638 reactions. Task: Predict the reaction yield, written as a fraction of the theoretical maximum amount of product (1.0 means a 100% yield; for example, 0.34 means a 34% yield). The yield is 0.890. The reactants are [I:1][C:2]1[CH:3]=[N:4][NH:5][CH:6]=1.C([O-])([O-])=O.[K+].[K+].Cl[CH2:14][C:15]1[CH:20]=[CH:19][C:18]([O:21][CH3:22])=[CH:17][CH:16]=1.CCOCC. The catalyst is CN(C=O)C.O. The product is [I:1][C:2]1[CH:3]=[N:4][N:5]([CH2:14][C:15]2[CH:20]=[CH:19][C:18]([O:21][CH3:22])=[CH:17][CH:16]=2)[CH:6]=1.